Predict which catalyst facilitates the given reaction. From a dataset of Catalyst prediction with 721,799 reactions and 888 catalyst types from USPTO. (1) Reactant: [O:1]=[C:2]1[C:6]2([CH2:11][CH2:10][N:9]([CH2:12][CH2:13][CH2:14][N:15]3[C:23]4[C:18](=[CH:19][CH:20]=[CH:21][CH:22]=4)[C:17]4([CH2:25][CH2:24]4)[C:16]3=[O:26])[CH2:8][CH2:7]2)[N:5]([C:27]2[CH:32]=[CH:31][CH:30]=[CH:29][CH:28]=2)[CH2:4][N:3]1[CH2:33][C:34]1[CH:46]=[CH:45][CH:44]=[CH:43][C:35]=1[C:36]([O:38]C(C)(C)C)=[O:37].C([SiH](CC)CC)C. Product: [O:1]=[C:2]1[C:6]2([CH2:11][CH2:10][N:9]([CH2:12][CH2:13][CH2:14][N:15]3[C:23]4[C:18](=[CH:19][CH:20]=[CH:21][CH:22]=4)[C:17]4([CH2:25][CH2:24]4)[C:16]3=[O:26])[CH2:8][CH2:7]2)[N:5]([C:27]2[CH:28]=[CH:29][CH:30]=[CH:31][CH:32]=2)[CH2:4][N:3]1[CH2:33][C:34]1[CH:46]=[CH:45][CH:44]=[CH:43][C:35]=1[C:36]([OH:38])=[O:37]. The catalyst class is: 106. (2) Product: [CH3:15][N:3]1[C:11]2[C:6](=[CH:7][CH:8]=[CH:9][CH:10]=2)[C:5]([CH:12]=[O:13])=[CH:4]1. Reactant: [OH-].[K+].[NH:3]1[C:11]2[C:6](=[CH:7][CH:8]=[CH:9][CH:10]=2)[C:5]([CH:12]=[O:13])=[CH:4]1.I[CH3:15]. The catalyst class is: 16. (3) The catalyst class is: 40. Reactant: C([O:3][C:4]([C:6]1[NH:7][C:8]2[C:13]([C:14]=1[C:15]1[CH:20]=[CH:19][CH:18]=[CH:17][CH:16]=1)=[CH:12][C:11]([NH:21][S:22]([C:25]1[CH:30]=[CH:29][C:28]([C:31]([CH3:34])([CH3:33])[CH3:32])=[CH:27][CH:26]=1)(=[O:24])=[O:23])=[CH:10][CH:9]=2)=[O:5])C.[OH-].[Na+]. Product: [C:31]([C:28]1[CH:27]=[CH:26][C:25]([S:22]([NH:21][C:11]2[CH:12]=[C:13]3[C:8](=[CH:9][CH:10]=2)[NH:7][C:6]([C:4]([OH:5])=[O:3])=[C:14]3[C:15]2[CH:20]=[CH:19][CH:18]=[CH:17][CH:16]=2)(=[O:24])=[O:23])=[CH:30][CH:29]=1)([CH3:34])([CH3:32])[CH3:33]. (4) Reactant: [CH2:1]([O:8][N:9]1[C:15](=[O:16])[N:14]2[CH2:17][C@H:10]1[CH2:11][CH2:12][C@H:13]2[C:18]([OH:20])=[O:19])[C:2]1[CH:7]=[CH:6][CH:5]=[CH:4][CH:3]=1.C(=O)([O-])O.[Na+].[CH2:26](Br)[CH:27]=[CH2:28].C(OCC)(=O)C. Product: [CH2:28]([O:19][C:18]([C@@H:13]1[CH2:12][CH2:11][C@@H:10]2[CH2:17][N:14]1[C:15](=[O:16])[N:9]2[O:8][CH2:1][C:2]1[CH:7]=[CH:6][CH:5]=[CH:4][CH:3]=1)=[O:20])[CH:27]=[CH2:26]. The catalyst class is: 9.